This data is from Forward reaction prediction with 1.9M reactions from USPTO patents (1976-2016). The task is: Predict the product of the given reaction. (1) Given the reactants CN(C(ON1N=NC2C=CC=CC1=2)=[N+](C)C)C.F[P-](F)(F)(F)(F)F.[CH3:25][C:26]1[CH:38]=[C:37]([C:39]([N:41]2[CH2:50][C:49]3[CH:48]=[N:47][N:46]([CH3:51])[C:45]=3[NH:44][C:43]3[CH:52]=[CH:53][CH:54]=[CH:55][C:42]2=3)=[O:40])[CH:36]=[CH:35][C:27]=1[O:28][CH2:29][CH2:30][CH2:31][C:32](O)=[O:33].Cl.Cl.[CH3:58][C:59]([CH3:69])([CH3:68])[CH2:60][CH2:61][N:62]1[CH2:67][CH2:66][NH:65][CH2:64][CH2:63]1.CCN(C(C)C)C(C)C, predict the reaction product. The product is: [CH3:58][C:59]([CH3:69])([CH3:68])[CH2:60][CH2:61][N:62]1[CH2:63][CH2:64][N:65]([C:32](=[O:33])[CH2:31][CH2:30][CH2:29][O:28][C:27]2[CH:35]=[CH:36][C:37]([C:39]([N:41]3[CH2:50][C:49]4[CH:48]=[N:47][N:46]([CH3:51])[C:45]=4[NH:44][C:43]4[CH:52]=[CH:53][CH:54]=[CH:55][C:42]3=4)=[O:40])=[CH:38][C:26]=2[CH3:25])[CH2:66][CH2:67]1. (2) Given the reactants C(OC([N:8]1[CH2:18][CH:17]2[CH2:19][CH2:20][CH:10]([C:11]3[CH:12]=[CH:13][C:14]([C:21]#[N:22])=[CH:15][C:16]=32)[CH2:9]1)=O)(C)(C)C.C(OCC)(=O)C.[ClH:29], predict the reaction product. The product is: [ClH:29].[CH:17]12[CH2:19][CH2:20][CH:10]([CH2:9][NH:8][CH2:18]1)[C:11]1[C:16]2=[CH:15][C:14]([C:21]#[N:22])=[CH:13][CH:12]=1. (3) Given the reactants Cl[C:2]1[CH:7]=[CH:6][C:5]([N+:8]([O-:10])=[O:9])=[CH:4][N:3]=1.[N:11]1[CH:16]=[CH:15][CH:14]=[CH:13][C:12]=1[CH2:17][CH2:18][NH2:19].O, predict the reaction product. The product is: [N+:8]([C:5]1[CH:6]=[CH:7][C:2]([NH:19][CH2:18][CH2:17][C:12]2[CH:13]=[CH:14][CH:15]=[CH:16][N:11]=2)=[N:3][CH:4]=1)([O-:10])=[O:9]. (4) Given the reactants [CH3:1][O:2][C:3](=[O:23])[CH:4]([O:21][CH3:22])[CH:5]([C:7]1[CH:12]=[CH:11][CH:10]=[C:9]([O:13][CH2:14][C:15]2[CH:20]=[CH:19][CH:18]=[CH:17][CH:16]=2)[CH:8]=1)O.S(Cl)(C)(=O)=O, predict the reaction product. The product is: [CH3:1][O:2][C:3](=[O:23])[C:4]([O:21][CH3:22])=[CH:5][C:7]1[CH:12]=[CH:11][CH:10]=[C:9]([O:13][CH2:14][C:15]2[CH:20]=[CH:19][CH:18]=[CH:17][CH:16]=2)[CH:8]=1. (5) Given the reactants [Cl:1][C:2]1[N:7]=[C:6](Cl)[N:5]=[C:4]([NH:9][CH2:10][C:11]#[CH:12])[N:3]=1.[CH:13]1([NH2:17])[CH2:16][CH2:15][CH2:14]1.ClC1N=C(NC(C)C)N=C(NCC#C)N=1, predict the reaction product. The product is: [Cl:1][C:2]1[N:7]=[C:6]([NH:17][CH:13]2[CH2:16][CH2:15][CH2:14]2)[N:5]=[C:4]([NH:9][CH2:10][C:11]#[CH:12])[N:3]=1.